From a dataset of NCI-60 drug combinations with 297,098 pairs across 59 cell lines. Regression. Given two drug SMILES strings and cell line genomic features, predict the synergy score measuring deviation from expected non-interaction effect. Drug 1: CCCCCOC(=O)NC1=NC(=O)N(C=C1F)C2C(C(C(O2)C)O)O. Drug 2: CC12CCC3C(C1CCC2OP(=O)(O)O)CCC4=C3C=CC(=C4)OC(=O)N(CCCl)CCCl.[Na+]. Cell line: SF-539. Synergy scores: CSS=-0.355, Synergy_ZIP=-0.795, Synergy_Bliss=-1.23, Synergy_Loewe=-4.07, Synergy_HSA=-2.85.